This data is from Forward reaction prediction with 1.9M reactions from USPTO patents (1976-2016). The task is: Predict the product of the given reaction. (1) Given the reactants [CH2:1]([NH:3][C@@H:4]1[CH2:8][CH2:7][N:6]([C:9]2[C:14]([C:15]([O:17][CH:18]([CH3:20])[CH3:19])=[O:16])=[CH:13][CH:12]=[CH:11][N:10]=2)[CH2:5]1)[CH3:2].BrCC1C=CC=CC=1[C:29]1[CH:36]=[CH:35][CH:34]=[CH:33][C:30]=1[CH:31]=[O:32].[C:37]([O-])([O-])=O.[K+].[K+], predict the reaction product. The product is: [CH2:1]([N:3]([CH2:37][C:34]1[CH:35]=[CH:36][CH:29]=[C:30]([CH:31]=[O:32])[CH:33]=1)[C@@H:4]1[CH2:8][CH2:7][N:6]([C:9]2[C:14]([C:15]([O:17][CH:18]([CH3:19])[CH3:20])=[O:16])=[CH:13][CH:12]=[CH:11][N:10]=2)[CH2:5]1)[CH3:2]. (2) Given the reactants [OH-].[Li+].[CH:3]1([N:7]2[C:19]3[CH2:18][CH2:17][CH:16]([CH:20]4[CH2:25][CH2:24][O:23][CH2:22][CH2:21]4)[CH2:15][C:14]=3[C:13]3[C:8]2=[CH:9][CH:10]=[C:11]([C:26]([O:28]C)=[O:27])[CH:12]=3)[CH2:6][CH2:5][CH2:4]1.Cl, predict the reaction product. The product is: [CH:4]1([CH2:3][N:7]2[C:19]3[CH2:18][CH2:17][CH:16]([CH:20]4[CH2:25][CH2:24][O:23][CH2:22][CH2:21]4)[CH2:15][C:14]=3[C:13]3[C:8]2=[CH:9][CH:10]=[C:11]([C:26]([OH:28])=[O:27])[CH:12]=3)[CH2:5][CH2:6]1. (3) Given the reactants [CH2:1]([O:8][C:9]1[CH:14]=[CH:13][NH:12][C:11](=[O:15])[CH:10]=1)[C:2]1[CH:7]=[CH:6][CH:5]=[CH:4][CH:3]=1.C(=O)([O-])[O-].[Cs+].[Cs+].[F:22][C:23]([F:41])([F:40])[C:24]([N:26]1[CH2:32][CH2:31][C:30]2[CH:33]=[CH:34][C:35]([CH2:37][CH2:38]I)=[CH:36][C:29]=2[CH2:28][CH2:27]1)=[O:25], predict the reaction product. The product is: [CH2:1]([O:8][C:9]1[CH:14]=[CH:13][N:12]([CH2:38][CH2:37][C:35]2[CH:34]=[CH:33][C:30]3[CH2:31][CH2:32][N:26]([C:24](=[O:25])[C:23]([F:22])([F:41])[F:40])[CH2:27][CH2:28][C:29]=3[CH:36]=2)[C:11](=[O:15])[CH:10]=1)[C:2]1[CH:3]=[CH:4][CH:5]=[CH:6][CH:7]=1. (4) Given the reactants [CH3:1][C:2]1([CH3:16])[N:7]([CH2:8][C@H:9]2[CH2:14][NH:13][CH2:12][CH2:11][NH:10]2)[CH2:6][CH2:5][NH:4][C:3]1=[O:15].C(N(CC)CC)C.[S:24]1[CH:28]=[CH:27][CH:26]=[C:25]1[S:29](Cl)(=[O:31])=[O:30], predict the reaction product. The product is: [CH3:1][C:2]1([CH3:16])[N:7]([CH2:8][C@H:9]2[CH2:14][N:13]([S:29]([C:25]3[S:24][CH:28]=[CH:27][CH:26]=3)(=[O:31])=[O:30])[CH2:12][CH2:11][NH:10]2)[CH2:6][CH2:5][NH:4][C:3]1=[O:15]. (5) Given the reactants [C:1]([C:5]1[C:13]2[O:12][CH:11]([CH2:14][NH2:15])[CH2:10][C:9]=2[CH:8]=[C:7]([O:16][CH3:17])[CH:6]=1)([CH3:4])([CH3:3])[CH3:2].C(N(C(C)C)CC)(C)C.Cl[C:28]([O:30][CH2:31][C:32]1[CH:37]=[CH:36][CH:35]=[CH:34][CH:33]=1)=[O:29].C(OC(=O)NCC1CC2C=CC=C(C3CCCC3)C=2O1)C1C=CC=CC=1, predict the reaction product. The product is: [CH2:31]([O:30][C:28](=[O:29])[NH:15][CH2:14][CH:11]1[CH2:10][C:9]2[CH:8]=[C:7]([O:16][CH3:17])[CH:6]=[C:5]([C:1]([CH3:4])([CH3:2])[CH3:3])[C:13]=2[O:12]1)[C:32]1[CH:37]=[CH:36][CH:35]=[CH:34][CH:33]=1. (6) The product is: [F:37][C:36]([F:39])([F:38])[C:34]([OH:40])=[O:35].[C@@H:19]12[N:18]([C:16](=[O:17])/[CH:15]=[CH:14]/[C@@H:13]([NH:12][C:10](=[O:11])[C@H:9]([CH3:33])[NH2:5])[C@@H:29]([CH3:32])[CH2:30][CH3:31])[C@@H:26]([CH2:27][CH2:28]1)[C:25]1[C:20]2=[CH:21][CH:22]=[CH:23][CH:24]=1. Given the reactants CC([N:5]([C@@H:9]([CH3:33])[C:10]([NH:12][C@@H:13]([C@@H:29]([CH3:32])[CH2:30][CH3:31])/[CH:14]=[CH:15]/[C:16]([N:18]1[C@H:26]2[CH2:27][CH2:28][C@@H:19]1[C:20]1[C:25]2=[CH:24][CH:23]=[CH:22][CH:21]=1)=[O:17])=[O:11])C(=O)[O-])(C)C.[C:34]([OH:40])([C:36]([F:39])([F:38])[F:37])=[O:35], predict the reaction product. (7) Given the reactants [Cl:1][C:2]1[CH:3]=[C:4]2[C:8](=[CH:9][CH:10]=1)[N:7]([CH3:11])[C:6]([C:12]([OH:14])=O)=[C:5]2[CH2:15][CH2:16][CH3:17].C[O:19][C:20](=[O:40])[CH2:21][CH2:22][C:23]1[CH:28]=[CH:27][C:26]([O:29][C:30]2[CH:35]=[CH:34][CH:33]=[C:32]([C@H:36]([NH2:38])[CH3:37])[CH:31]=2)=[CH:25][C:24]=1[CH3:39], predict the reaction product. The product is: [Cl:1][C:2]1[CH:3]=[C:4]2[C:8](=[CH:9][CH:10]=1)[N:7]([CH3:11])[C:6]([C:12]([NH:38][C@@H:36]([C:32]1[CH:31]=[C:30]([CH:35]=[CH:34][CH:33]=1)[O:29][C:26]1[CH:27]=[CH:28][C:23]([CH2:22][CH2:21][C:20]([OH:40])=[O:19])=[C:24]([CH3:39])[CH:25]=1)[CH3:37])=[O:14])=[C:5]2[CH2:15][CH2:16][CH3:17]. (8) Given the reactants [CH2:1]1[C:4]2([CH2:7][N:6]([C:8]3[CH:9]=[C:10]([NH:14][C:15]4[C:16]5[N:33]=[CH:32][S:31][C:17]=5[N:18]=[C:19]([C:21]5[CH:22]=[C:23]([CH:28]=[CH:29][CH:30]=5)[C:24]([O:26]C)=[O:25])[N:20]=4)[CH:11]=[CH:12][CH:13]=3)[CH2:5]2)[CH2:3][O:2]1.[OH-].[Na+], predict the reaction product. The product is: [CH2:3]1[C:4]2([CH2:7][N:6]([C:8]3[CH:9]=[C:10]([NH:14][C:15]4[C:16]5[N:33]=[CH:32][S:31][C:17]=5[N:18]=[C:19]([C:21]5[CH:22]=[C:23]([CH:28]=[CH:29][CH:30]=5)[C:24]([OH:26])=[O:25])[N:20]=4)[CH:11]=[CH:12][CH:13]=3)[CH2:5]2)[CH2:1][O:2]1. (9) Given the reactants [NH2:1][C@@H:2]([CH2:6][C:7]1[CH:12]=[CH:11][CH:10]=[C:9]([Cl:13])[CH:8]=1)[C:3]([OH:5])=[O:4].C([N:31]=[C:32]=[S:33])(OCC1C2C(=CC=CC=2)C2C1=CC=CC=2)=O.C(NCC)C.Br[CH2:40][C:41]([C:43]1[CH:48]=[CH:47][C:46]([CH:49]([CH3:51])[CH3:50])=[CH:45][CH:44]=1)=O.[Cl:52][C:53]1[CH:54]=[C:55]([NH:59][C:60](=[S:67])[NH:61][C@@H:62]([CH3:66])[C:63]([OH:65])=[O:64])[CH:56]=[CH:57][CH:58]=1, predict the reaction product. The product is: [Cl:52][C:53]1[CH:54]=[C:55]([NH:59][C:60](=[S:67])[NH:61][C@@H:62]([CH3:66])[C:63]([OH:65])=[O:64])[CH:56]=[CH:57][CH:58]=1.[Cl:13][C:9]1[CH:8]=[C:7]([CH2:6][C@H:2]([NH:1][C:32]2[S:33][CH:40]=[C:41]([C:43]3[CH:48]=[CH:47][C:46]([CH:49]([CH3:51])[CH3:50])=[CH:45][CH:44]=3)[N:31]=2)[C:3]([OH:5])=[O:4])[CH:12]=[CH:11][CH:10]=1. (10) Given the reactants [F:1][C:2]([F:21])([F:20])[C:3]1[CH:4]=[CH:5][C:6]2[O:10][CH:9]([CH2:11][NH:12][C:13]([C:15]([O:17][Li])=O)=[O:14])[CH2:8][C:7]=2[CH:19]=1.CCN=C=NCCCN(C)C.Cl.C1C=CC2N(O)N=NC=2C=1.C(N(CC)CC)C.[NH2:51][CH2:52][CH2:53][O:54][CH:55]1[CH2:60][CH2:59][CH:58]([NH:61][C:62]2[CH:67]=[CH:66][C:65]([N+:68]([O-:70])=[O:69])=[C:64]([C:71]([F:74])([F:73])[F:72])[CH:63]=2)[CH2:57][CH2:56]1, predict the reaction product. The product is: [N+:68]([C:65]1[CH:66]=[CH:67][C:62]([NH:61][CH:58]2[CH2:57][CH2:56][CH:55]([O:54][CH2:53][CH2:52][NH:51][C:15](=[O:17])[C:13]([NH:12][CH2:11][CH:9]3[CH2:8][C:7]4[CH:19]=[C:3]([C:2]([F:1])([F:21])[F:20])[CH:4]=[CH:5][C:6]=4[O:10]3)=[O:14])[CH2:60][CH2:59]2)=[CH:63][C:64]=1[C:71]([F:72])([F:73])[F:74])([O-:70])=[O:69].